From a dataset of Peptide-MHC class I binding affinity with 185,985 pairs from IEDB/IMGT. Regression. Given a peptide amino acid sequence and an MHC pseudo amino acid sequence, predict their binding affinity value. This is MHC class I binding data. The peptide sequence is RLLQNSQVF. The MHC is HLA-A02:01 with pseudo-sequence HLA-A02:01. The binding affinity (normalized) is 0.272.